This data is from Peptide-MHC class I binding affinity with 185,985 pairs from IEDB/IMGT. The task is: Regression. Given a peptide amino acid sequence and an MHC pseudo amino acid sequence, predict their binding affinity value. This is MHC class I binding data. (1) The peptide sequence is AALDLSHFL. The MHC is HLA-A03:01 with pseudo-sequence HLA-A03:01. The binding affinity (normalized) is 0. (2) The peptide sequence is IQAGVDRFY. The MHC is HLA-A03:01 with pseudo-sequence HLA-A03:01. The binding affinity (normalized) is 0.0847. (3) The peptide sequence is HRYLIRQSM. The MHC is HLA-C06:02 with pseudo-sequence HLA-C06:02. The binding affinity (normalized) is 0.567. (4) The peptide sequence is FSTSAADIKR. The MHC is HLA-A68:01 with pseudo-sequence HLA-A68:01. The binding affinity (normalized) is 0.741. (5) The peptide sequence is HLKVALYRR. The MHC is HLA-A68:01 with pseudo-sequence HLA-A68:01. The binding affinity (normalized) is 0.611. (6) The peptide sequence is AVDLLKNYMQL. The MHC is Mamu-B08 with pseudo-sequence Mamu-B08. The binding affinity (normalized) is 0. (7) The peptide sequence is NACSANNSHH. The MHC is HLA-A31:01 with pseudo-sequence HLA-A31:01. The binding affinity (normalized) is 0.